From a dataset of Forward reaction prediction with 1.9M reactions from USPTO patents (1976-2016). Predict the product of the given reaction. (1) Given the reactants [Cl:1][C:2]1[CH:7]=[CH:6][C:5]([C:8](=[O:14])[CH2:9][CH2:10][C:11]([OH:13])=[O:12])=[CH:4][C:3]=1[S:15](=[O:24])(=[O:23])[NH:16]C1CCCCC1.N, predict the reaction product. The product is: [Cl:1][C:2]1[CH:7]=[CH:6][C:5]([C:8](=[O:14])[CH2:9][CH2:10][C:11]([OH:13])=[O:12])=[CH:4][C:3]=1[S:15](=[O:23])(=[O:24])[NH2:16]. (2) Given the reactants [Cl:1][C:2]1[CH:7]=[C:6]([O:8][C:9]2[CH:20]=[CH:19][C:12]3[N:13]=[C:14](S(C)=O)[S:15][C:11]=3[CH:10]=2)[CH:5]=[CH:4][N:3]=1.[NH2:21][C@H:22]([CH2:25][CH:26]([CH3:28])[CH3:27])[CH2:23][OH:24].CCN(C(C)C)C(C)C, predict the reaction product. The product is: [Cl:1][C:2]1[CH:7]=[C:6]([O:8][C:9]2[CH:20]=[CH:19][C:12]3[N:13]=[C:14]([NH:21][C@H:22]([CH2:25][CH:26]([CH3:28])[CH3:27])[CH2:23][OH:24])[S:15][C:11]=3[CH:10]=2)[CH:5]=[CH:4][N:3]=1. (3) Given the reactants [NH2:1][C:2]1[C:3]([C:22]#[N:23])=[N:4][C:5]([C:14]2[CH:15]=[N:16][C:17]([O:20][CH3:21])=[CH:18][CH:19]=2)=[C:6]([C:8]2[CH:13]=[CH:12][CH:11]=[CH:10][CH:9]=2)[N:7]=1.[OH2:24].[OH-].[Na+], predict the reaction product. The product is: [NH2:1][C:2]1[C:3]([C:22]([NH2:23])=[O:24])=[N:4][C:5]([C:14]2[CH:15]=[N:16][C:17]([O:20][CH3:21])=[CH:18][CH:19]=2)=[C:6]([C:8]2[CH:9]=[CH:10][CH:11]=[CH:12][CH:13]=2)[N:7]=1.